This data is from Catalyst prediction with 721,799 reactions and 888 catalyst types from USPTO. The task is: Predict which catalyst facilitates the given reaction. Reactant: Cl[C:2]1[C:11]2[C:6](=[CH:7][C:8]([O:12][CH2:13][CH2:14][CH2:15][Cl:16])=[CH:9][CH:10]=2)[N:5]=[CH:4][N:3]=1.[NH2:17][C:18]1[CH:22]=[C:21]([CH2:23][C:24]([OH:26])=[O:25])[NH:20][N:19]=1.Cl.O1CCOCC1. Product: [Cl:16][CH2:15][CH2:14][CH2:13][O:12][C:8]1[CH:7]=[C:6]2[C:11]([C:2]([NH:17][C:18]3[CH:22]=[C:21]([CH2:23][C:24]([OH:26])=[O:25])[NH:20][N:19]=3)=[N:3][CH:4]=[N:5]2)=[CH:10][CH:9]=1. The catalyst class is: 35.